Predict which catalyst facilitates the given reaction. From a dataset of Catalyst prediction with 721,799 reactions and 888 catalyst types from USPTO. (1) Reactant: [CH2:1]([O:5][C:6]1[CH:11]=[CH:10][C:9]([CH2:12][C:13]([O:15][CH3:16])=[O:14])=[CH:8][CH:7]=1)[CH2:2][CH2:3][CH3:4].[H-].[Na+].Br[CH2:20][CH3:21]. Product: [CH3:16][O:15][C:13](=[O:14])[CH:12]([C:9]1[CH:8]=[CH:7][C:6]([O:5][CH2:1][CH2:2][CH2:3][CH3:4])=[CH:11][CH:10]=1)[CH2:20][CH3:21]. The catalyst class is: 31. (2) Reactant: [H-].[Na+].[Cl:3][C:4]1[C:12]2[N:11]=[C:10]3[N:13]([C:17]4[CH:22]=[CH:21][C:20]([Cl:23])=[CH:19][C:18]=4[C:24]([F:27])([F:26])[F:25])[CH2:14][CH2:15][CH2:16][N:9]3[C:8]=2[C:7]([CH:28]([OH:31])[CH2:29][CH3:30])=[CH:6][CH:5]=1.[CH3:32]I. Product: [Cl:3][C:4]1[C:12]2[N:11]=[C:10]3[N:13]([C:17]4[CH:22]=[CH:21][C:20]([Cl:23])=[CH:19][C:18]=4[C:24]([F:25])([F:27])[F:26])[CH2:14][CH2:15][CH2:16][N:9]3[C:8]=2[C:7]([CH:28]([O:31][CH3:32])[CH2:29][CH3:30])=[CH:6][CH:5]=1. The catalyst class is: 35. (3) Reactant: S(=O)(=O)(O)O.[F:6][C:7]([F:18])([F:17])[C:8]([F:16])([C:12]([F:15])([F:14])[F:13])[CH2:9][CH2:10]I.S([O-])([O-])=[O:20].[Na+].[Na+]. Product: [F:16][C:8]([C:12]([F:15])([F:14])[F:13])([C:7]([F:18])([F:17])[F:6])[CH2:9][CH2:10][OH:20]. The catalyst class is: 6. (4) Reactant: [CH3:1][O:2][C:3]1[C:4]([N+:15]([O-])=O)=[CH:5][C:6]2[CH2:12][CH2:11][NH:10][C:9](=[O:13])[CH2:8][C:7]=2[CH:14]=1. Product: [NH2:15][C:4]1[C:3]([O:2][CH3:1])=[CH:14][C:7]2[CH2:8][C:9](=[O:13])[NH:10][CH2:11][CH2:12][C:6]=2[CH:5]=1. The catalyst class is: 19.